Dataset: Experimentally validated miRNA-target interactions with 360,000+ pairs, plus equal number of negative samples. Task: Binary Classification. Given a miRNA mature sequence and a target amino acid sequence, predict their likelihood of interaction. (1) The miRNA is hsa-miR-6835-5p with sequence AGGGGGUAGAAAGUGGCUGAAG. The protein sequence of the target gene is MEMEQVNALCEELVKAVTVMMDPSSTQRYRLEALKFCEEFKEKCPICVPCGLKLAEKTQIAIVRHFGLQILEHVVKFRWNSMSRLEKVYLKNSVMELIANGTLRILEEENHIKDVLSRIVVEMIKREWPQHWPDMLMELDTLFRQGETQRELVMFILLRLAEDVVTFQTLPTQRRRDIQQTLTQNMERILNFLLNTLQENVNKYQQMKTDSSQEAEAQANCRVSVAALNTLAGYIDWVSLNHITAENCKLVETLCLLLNEQELQLGAAECLLIAVSRKGKLEDRKRLMILFGDVAMHYIL.... Result: 0 (no interaction). (2) Result: 0 (no interaction). The protein sequence of the target gene is MAGFWVGTAPLVAAGRRGRWPPQQLMLSAALRTLKHVLYYSRQCLMVSRNLGSVGYDPNEKTFDKILVANRGEIACRVIRTCKKMGIKTVAIHSDVDASSVHVKMADEAVCVGPAPTSKSYLNMDAIMEAIKKTRAQAVHPGYGFLSENKEFARCLAAEDVVFIGPDTHAIQAMGDKIESKLLAKKAEVNTIPGFDGVVKDAEEAVRIAREIGYPVMIKASAGGGGKGMRIAWDDEETRDGFRLSSQEAASSFGDDRLLIEKFIDNPRHIEIQVLGDKHGNALWLNERECSIQRRNQKVV.... The miRNA is cel-miR-1817 with sequence UAGCCAAUGUCUUCUCUAUCAUG. (3) The miRNA is hsa-miR-4761-3p with sequence GAGGGCAUGCGCACUUUGUCC. The protein sequence of the target gene is MATTEDDRLAGSGEGERLDFLRDRHVRFFQRCLQVLPERYSSLETSRLTIAFFALSGLDMLDSLDVVNKDDIIEWIYSLQVLPTEDRSNLSRCGFRGSSYLGIPFNPSKNPGAAHPYDSGHIAMTYTGLSCLIILGDDLGRVDKEACLAGLRALQLEDGSFCAVPEGSENDMRFVYCASCICYMLNNWSGMDMKKAISYIRRSMSYDNGLAQGAGLESHGGSTFCGIASLCLMGKLEEVFSEKELNRIKRWCIMRQQNGYHGRPNKPVDTCYSFWVGATLKLLKIFQYTNFEKNRNYILS.... Result: 0 (no interaction).